Dataset: Full USPTO retrosynthesis dataset with 1.9M reactions from patents (1976-2016). Task: Predict the reactants needed to synthesize the given product. (1) Given the product [Cl:9][C:6]1[N:5]=[C:4]([C:10]2[N:14]3[CH:15]=[C:16]([F:19])[CH:17]=[CH:18][C:13]3=[N:12][CH:11]=2)[N:3]=[C:2]([NH:20][C@@H:21]2[CH2:26][CH2:25][CH2:24][N:23]([C:27]([O:29][C:30]([CH3:33])([CH3:32])[CH3:31])=[O:28])[CH2:22]2)[C:7]=1[F:8], predict the reactants needed to synthesize it. The reactants are: Cl[C:2]1[C:7]([F:8])=[C:6]([Cl:9])[N:5]=[C:4]([C:10]2[N:14]3[CH:15]=[C:16]([F:19])[CH:17]=[CH:18][C:13]3=[N:12][CH:11]=2)[N:3]=1.[NH2:20][C@@H:21]1[CH2:26][CH2:25][CH2:24][N:23]([C:27]([O:29][C:30]([CH3:33])([CH3:32])[CH3:31])=[O:28])[CH2:22]1. (2) Given the product [C:19]([NH:18][C:16]1[S:15][C:13]2[N:14]=[C:9]([NH:8][C:6]3[CH:7]=[C:2]([NH:1][C:30](=[O:31])[C:29]4[CH:33]=[CH:34][CH:35]=[C:27]([CH2:26][C:25]([C:23]#[N:24])([CH3:37])[CH3:36])[CH:28]=4)[CH:3]=[CH:4][C:5]=3[CH3:22])[N:10]=[CH:11][C:12]=2[N:17]=1)(=[O:21])[CH3:20], predict the reactants needed to synthesize it. The reactants are: [NH2:1][C:2]1[CH:3]=[CH:4][C:5]([CH3:22])=[C:6]([NH:8][C:9]2[N:10]=[CH:11][C:12]3[N:17]=[C:16]([NH:18][C:19](=[O:21])[CH3:20])[S:15][C:13]=3[N:14]=2)[CH:7]=1.[C:23]([C:25]([CH3:37])([CH3:36])[CH2:26][C:27]1[CH:28]=[C:29]([CH:33]=[CH:34][CH:35]=1)[C:30](O)=[O:31])#[N:24].F[P-](F)(F)(F)(F)F.N1(OC(N(C)C)=[N+](C)C)C2N=CC=CC=2N=N1.C(=O)([O-])O.[Na+]. (3) Given the product [C:8]1(=[O:9])[N:4]([CH2:3][CH2:2][O:1][C@@H:23]2[C@H:24]([OH:29])[C@@H:25]([CH2:27][OH:28])[O:26][C@H:22]2[N:21]2[CH:20]=[C:19]([CH3:18])[C:33](=[O:34])[NH:32][C:31]2=[O:30])[C:5](=[O:14])[C:6]2=[CH:13][CH:12]=[CH:11][CH:10]=[C:7]12, predict the reactants needed to synthesize it. The reactants are: [OH:1][CH2:2][CH2:3][N:4]1[C:8](=[O:9])[C:7]2=[CH:10][CH:11]=[CH:12][CH:13]=[C:6]2[C:5]1=[O:14].B.[H][H].[CH3:18][C:19]1[C:33](=[O:34])[N:32]=[C:31]2[N:21]([C@@H:22]3[O:26][C@H:25]([CH2:27][OH:28])[C@@H:24]([OH:29])[C@@H:23]3[O:30]2)[CH:20]=1.C(=O)(O)[O-].[Na+]. (4) Given the product [CH3:1][O:2][C:3]([C:5]1[CH:6]=[CH:7][C:8]2[N:9]([C:11]([CH:14]([C:16]3[CH:17]=[C:18]4[C:23](=[CH:24][CH:25]=3)[N:22]=[CH:21][C:20]([Br:32])=[CH:19]4)[CH3:15])=[N:12][N:13]=2)[N:10]=1)=[O:4], predict the reactants needed to synthesize it. The reactants are: [CH3:1][O:2][C:3]([C:5]1[CH:6]=[CH:7][C:8]2[N:9]([C:11]([CH:14]([C:16]3[CH:17]=[C:18]4[C:23](=[CH:24][CH:25]=3)[N:22]=[CH:21][CH:20]=[CH:19]4)[CH3:15])=[N:12][N:13]=2)[N:10]=1)=[O:4].N1C=CC=CC=1.[Br:32]Br. (5) Given the product [F:17][CH2:16][C:12]1[N:11]=[C:10]([C:9]#[C:8][CH2:7][CH2:6][NH:19][CH3:18])[CH:15]=[CH:14][CH:13]=1, predict the reactants needed to synthesize it. The reactants are: CS(O[CH2:6][CH2:7][C:8]#[C:9][C:10]1[CH:15]=[CH:14][CH:13]=[C:12]([CH2:16][F:17])[N:11]=1)(=O)=O.[CH3:18][NH2:19]. (6) Given the product [Cl:1][C:2]1[C:3]([O:12][C:13]2[CH:18]=[C:17]([O:19][CH2:36][CH2:37][CH2:38][O:39][CH3:40])[CH:16]=[CH:15][C:14]=2/[CH:20]=[CH:21]/[C:22]([O:24][CH2:25][CH3:26])=[O:23])=[N:4][CH:5]=[C:6]([C:8]([F:9])([F:11])[F:10])[CH:7]=1, predict the reactants needed to synthesize it. The reactants are: [Cl:1][C:2]1[C:3]([O:12][C:13]2[CH:18]=[C:17]([OH:19])[CH:16]=[CH:15][C:14]=2/[CH:20]=[CH:21]/[C:22]([O:24][CH2:25][CH3:26])=[O:23])=[N:4][CH:5]=[C:6]([C:8]([F:11])([F:10])[F:9])[CH:7]=1.C(=O)([O-])[O-].[K+].[K+].[I-].[Na+].Br[CH2:36][CH2:37][CH2:38][O:39][CH3:40].Cl. (7) Given the product [CH3:1][O:2][C:3]1[CH:4]=[C:5]2[C:10](=[CH:11][C:12]=1[O:13][CH3:14])[N:9]=[CH:8][CH:7]=[C:6]2[O:15][C:16]1[CH:21]=[CH:20][C:19]([NH2:22])=[CH:18][CH:17]=1, predict the reactants needed to synthesize it. The reactants are: [CH3:1][O:2][C:3]1[CH:4]=[C:5]2[C:10](=[CH:11][C:12]=1[O:13][CH3:14])[N:9]=[CH:8][CH:7]=[C:6]2[O:15][C:16]1[CH:21]=[CH:20][C:19]([N+:22]([O-])=O)=[CH:18][CH:17]=1.CO.C1COCC1.[Cl-].[NH4+]. (8) Given the product [N:1]1([C:7]([N:9]2[CH2:14][CH:13]([C:15]3[CH:16]=[CH:17][C:18]([O:21][C:22]([F:25])([F:24])[F:23])=[CH:19][CH:20]=3)[CH2:12][CH:11]([C:26]3[O:27][N:32]=[C:31]([C:33]4[N:38]=[CH:37][CH:36]=[CH:35][N:34]=4)[N:30]=3)[CH2:10]2)=[O:8])[CH2:6][CH2:5][O:4][CH2:3][CH2:2]1, predict the reactants needed to synthesize it. The reactants are: [N:1]1([C:7]([N:9]2[CH2:14][CH:13]([C:15]3[CH:20]=[CH:19][C:18]([O:21][C:22]([F:25])([F:24])[F:23])=[CH:17][CH:16]=3)[CH2:12][CH:11]([C:26](O)=[O:27])[CH2:10]2)=[O:8])[CH2:6][CH2:5][O:4][CH2:3][CH2:2]1.O[N:30]=[C:31]([C:33]1[N:38]=[CH:37][CH:36]=[CH:35][N:34]=1)[NH2:32]. (9) Given the product [Cl:28][C:17]1[C:18]([S:20][C:21]2[CH:22]=[C:23]([CH3:27])[CH:24]=[CH:25][CH:26]=2)=[CH:19][C:13]2[N:12]=[C:11]([N:9]3[CH:10]=[C:6]([C:4]([OH:5])=[O:3])[CH:7]=[N:8]3)[NH:15][C:14]=2[CH:16]=1, predict the reactants needed to synthesize it. The reactants are: C([O:3][C:4]([C:6]1[CH:7]=[N:8][N:9]([C:11]2[NH:15][C:14]3[CH:16]=[C:17]([Cl:28])[C:18]([S:20][C:21]4[CH:22]=[C:23]([CH3:27])[CH:24]=[CH:25][CH:26]=4)=[CH:19][C:13]=3[N:12]=2)[CH:10]=1)=[O:5])C.C1COCC1.O[Li].O.